Task: Predict the reactants needed to synthesize the given product.. Dataset: Full USPTO retrosynthesis dataset with 1.9M reactions from patents (1976-2016) (1) Given the product [F:1][C:2]1[CH:7]=[CH:6][C:5]([S:8]([NH2:20])(=[O:10])=[O:9])=[CH:4][C:3]=1[S:12]([C:15]([F:18])([F:17])[F:16])(=[O:14])=[O:13], predict the reactants needed to synthesize it. The reactants are: [F:1][C:2]1[CH:7]=[CH:6][C:5]([S:8](Cl)(=[O:10])=[O:9])=[CH:4][C:3]=1[S:12]([C:15]([F:18])([F:17])[F:16])(=[O:14])=[O:13].[OH-].[NH4+:20].Cl. (2) Given the product [C:51]([O:50][C:47]1[CH:46]=[CH:45][C:44]([CH2:43][C@H:39]([NH:38][C:36](=[O:37])[O:35][CH2:34][CH:32]2[C:33]3[CH:21]=[CH:22][CH:23]=[CH:24][C:25]=3[C:26]3[C:31]2=[CH:30][CH:29]=[CH:28][CH:27]=3)[C:40]([N:6]([CH2:5][CH:4]([O:3][CH2:1][CH3:2])[O:18][CH2:19][CH3:20])[CH2:7][C:8]2[C:17]3[C:12](=[CH:13][CH:14]=[CH:15][CH:16]=3)[N:11]=[CH:10][CH:9]=2)=[O:41])=[CH:49][CH:48]=1)([CH3:54])([CH3:52])[CH3:53], predict the reactants needed to synthesize it. The reactants are: [CH2:1]([O:3][CH:4]([O:18][CH2:19][CH3:20])[CH2:5][NH:6][CH2:7][C:8]1[C:17]2[C:12](=[CH:13][CH:14]=[CH:15][CH:16]=2)[N:11]=[CH:10][CH:9]=1)[CH3:2].[CH:21]1[C:33]2[CH:32]([CH2:34][O:35][C:36]([NH:38][C@@H:39]([CH2:43][C:44]3[CH:49]=[CH:48][C:47]([O:50][C:51]([CH3:54])([CH3:53])[CH3:52])=[CH:46][CH:45]=3)[C:40](O)=[O:41])=[O:37])[C:31]3[C:26](=[CH:27][CH:28]=[CH:29][CH:30]=3)[C:25]=2[CH:24]=[CH:23][CH:22]=1.